From a dataset of Drug-target binding data from BindingDB using Kd measurements. Regression. Given a target protein amino acid sequence and a drug SMILES string, predict the binding affinity score between them. We predict pKd (pKd = -log10(Kd in M); higher means stronger binding). Dataset: bindingdb_kd. (1) The drug is CC(=O)OCC1=C(C(=O)O)N2C(=O)[C@@H](NC(=O)Cc3cccs3)[C@H]2SC1. The target protein sequence is MQLSHRPAETGDLETVAGFPQDRDELFYCYPKAIWPFSVAQLAAAIAERRGSTVAVHDGQVLGFANFYQWQHGDFCALGNMMVAPAARGLGVARYLIGVMENLAREQYKARLMKISCFNANAAGLLLYTQLGYQPRAIAERHDPDGRRVALIQMDKPLEP. The pKd is 4.8. (2) The compound is Cc1n[nH]c2ccc(-c3cncc(OC[C@@H](N)Cc4ccccc4)c3)cc12. The target protein (Q09013) has sequence MSAEVRLRRLQQLVLDPGFLGLEPLLDLLLGVHQELGASELAQDKYVADFLQWAEPIVVRLKEVRLQRDDFEILKVIGRGAFSEVAVVKMKQTGQVYAMKIMNKWDMLKRGEVSCFREERDVLVNGDRRWITQLHFAFQDENYLYLVMEYYVGGDLLTLLSKFGERIPAEMARFYLAEIVMAIDSVHRLGYVHRDIKPDNILLDRCGHIRLADFGSCLKLRADGTVRSLVAVGTPDYLSPEILQAVGGGPGTGSYGPECDWWALGVFAYEMFYGQTPFYADSTAETYGKIVHYKEHLSLPLVDEGVPEEARDFIQRLLCPPETRLGRGGAGDFRTHPFFFGLDWDGLRDSVPPFTPDFEGATDTCNFDLVEDGLTAMVSGGGETLSDIREGAPLGVHLPFVGYSYSCMALRDSEVPGPTPMELEAEQLLEPHVQAPSLEPSVSPQDETAEVAVPAAVPAAEAEAEVTLRELQEALEEEVLTRQSLSREMEAIRTDNQNFA.... The pKd is 7.0. (3) The small molecule is C#Cc1cccc(Nc2ncnc3cc(OCCOC)c(OCCOC)cc23)c1. The target protein sequence is MDYDFKAKLAAERERVEDLFEYEGCKVGRGTYGHVYKARRKDGKDEKEYALKQIEGTGISMSACREIALLRELKHPNVIALQKVFLSHSDRKVWLLFDYAEHDLWHIIKFHRASKANKKPMQLPRSMVKSLLYQILDGIHYLHANWVLHRDLKPANILVMGEGPERGRVKIADMGFARLFNSPLKPLADLDPVVVTFWYRAPELLLGARHYTKAIDIWAIGCIFAELLTSEPIFHCRQEDIKTSNPFHHDQLDRIFSVMGFPADKDWEDIRKMPEYPTLQKDFRRTTYANSSLIKYMEKHKVKPDSKVFLLLQKLLTMDPTKRITSEQALQDPYFQEDPLPTLDVFAGCQIPYPKREFLNEDDPEEKGDKNQQQQQNQHQQPTAPPQQAAAPPQAPPPQQNSTQTNGTAGGAGAGVGGTGAGLQHSQDSSLNQVPPNKKPRLGPSGANSGGPVMPSDYQHSSSRLNYQSSVQGSSQSQSTLGYSSSSQQSSQYHPSHQAH.... The pKd is 5.0. (4) The compound is CCOc1cc2ncc(C#N)c(Nc3ccc(OCc4ccccn4)c(Cl)c3)c2cc1NC(=O)/C=C/CN(C)C. The pKd is 5.0. The target is PFCDPK1(Pfalciparum). (5) The drug is O=C(CCN1CCCC1)Nc1ccc(/C=C2\CCCn3c2nc2cc(NC(=O)CCN4CCCC4)ccc2c3=O)cc1. The target protein (P22392) has sequence MANLERTFIAIKPDGVQRGLVGEIIKRFEQKGFRLVAMKFLRASEEHLKQHYIDLKDRPFFPGLVKYMNSGPVVAMVWEGLNVVKTGRVMLGETNPADSKPGTIRGDFCIQVGRNIIHGSDSVKSAEKEISLWFKPEELVDYKSCAHDWVYE. The pKd is 5.0. (6) The small molecule is Cc1ccc(-n2nc(C(C)(C)C)cc2NC(=O)Nc2ccc(OCCN3CCOCC3)c3ccccc23)cc1. The target is PFCDPK1(Pfalciparum). The pKd is 5.0. (7) The small molecule is CO[C@@H]1[C@H](N(C)C(=O)c2ccccc2)C[C@H]2O[C@]1(C)n1c3ccccc3c3c4c(c5c6ccccc6n2c5c31)C(=O)NC4. The target protein (P80370) has sequence MTATEALLRVLLLLLAFGHSTYGAECFPACNPQNGFCEDDNVCRCQPGWQGPLCDQCVTSPGCLHGLCGEPGQCICTDGWDGELCDRDVRACSSAPCANNRTCVSLDDGLYECSCAPGYSGKDCQKKDGPCVINGSPCQHGGTCVDDEGRASHASCLCPPGFSGNFCEIVANSCTPNPCENDGVCTDIGGDFRCRCPAGFIDKTCSRPVTNCASSPCQNGGTCLQHTQVSYECLCKPEFTGLTCVKKRALSPQQVTRLPSGYGLAYRLTPGVHELPVQQPEHRILKVSMKELNKKTPLLTEGQAICFTILGVLTSLVVLGTVGIVFLNKCETWVSNLRYNHMLRKKKNLLLQYNSGEDLAVNIIFPEKIDMTTFSKEAGDEEI. The pKd is 5.0.